Dataset: Catalyst prediction with 721,799 reactions and 888 catalyst types from USPTO. Task: Predict which catalyst facilitates the given reaction. (1) Product: [CH2:21]([C:23]1[C:32]2[C:27](=[CH:28][C:29]([O:36][CH3:37])=[C:30](/[C:33](/[CH3:34])=[C:11](/[F:12])\[C:9]([O:8][CH2:7][CH3:6])=[O:10])[CH:31]=2)[O:26][C:25]([CH3:39])([CH3:38])[CH:24]=1)[CH3:22]. The catalyst class is: 1. Reactant: C([Li])CCC.[CH3:6][CH2:7][O:8][C:9]([CH:11](P(OCC)(OCC)=O)[F:12])=[O:10].[CH2:21]([C:23]1[C:32]2[C:27](=[CH:28][C:29]([O:36][CH3:37])=[C:30]([C:33](=O)[CH3:34])[CH:31]=2)[O:26][C:25]([CH3:39])([CH3:38])[CH:24]=1)[CH3:22]. (2) Reactant: [N:1]1[CH:6]=[CH:5][CH:4]=[CH:3][C:2]=1[CH2:7][N:8]1[CH2:13][CH2:12][C:11]2([CH2:22][C:21](=[O:23])[C:20]3[C:15](=[CH:16][CH:17]=[C:18](/[CH:24]=[CH:25]/[C:26]([OH:28])=O)[CH:19]=3)[O:14]2)[CH2:10][CH2:9]1.C(Cl)CCl.[NH2:33][O:34]C1CCCCO1. Product: [N:1]1[CH:6]=[CH:5][CH:4]=[CH:3][C:2]=1[CH2:7][N:8]1[CH2:13][CH2:12][C:11]2([CH2:22][C:21](=[O:23])[C:20]3[C:15](=[CH:16][CH:17]=[C:18](/[CH:24]=[CH:25]/[C:26]([NH:33][OH:34])=[O:28])[CH:19]=3)[O:14]2)[CH2:10][CH2:9]1. The catalyst class is: 2.